The task is: Binary Classification. Given a drug SMILES string, predict its activity (active/inactive) in a high-throughput screening assay against a specified biological target.. This data is from SARS-CoV-2 main protease (3CLPro) crystallographic fragment screen with 879 compounds. (1) The compound is CN(CC(=O)O)C(=O)c1ccccn1. The result is 0 (inactive). (2) The molecule is O=C(CCl)NNC(=O)c1cc2c(s1)CCCC2. The result is 0 (inactive). (3) The result is 0 (inactive). The drug is Cc1cc(C2CCCN2S(C)(=O)=O)no1.